From a dataset of Forward reaction prediction with 1.9M reactions from USPTO patents (1976-2016). Predict the product of the given reaction. Given the reactants N[C:2]1[CH:3]=[C:4]([CH:8]=[C:9]([S:11]([F:16])([F:15])([F:14])([F:13])[F:12])[CH:10]=1)[C:5]([OH:7])=[O:6].N([O-])=O.[Na+].[BrH:21], predict the reaction product. The product is: [Br:21][C:2]1[CH:3]=[C:4]([CH:8]=[C:9]([S:11]([F:16])([F:15])([F:14])([F:13])[F:12])[CH:10]=1)[C:5]([OH:7])=[O:6].